Dataset: Reaction yield outcomes from USPTO patents with 853,638 reactions. Task: Predict the reaction yield, written as a fraction of the theoretical maximum amount of product (1.0 means a 100% yield; for example, 0.34 means a 34% yield). (1) The reactants are Cl.C([O:5][C:6]1[CH:7]=[C:8]2[C:13](=[CH:14][C:15]=1[O:16][CH3:17])[N:12]=[CH:11][N:10]=[C:9]2[NH:18][C:19]1[CH:24]=[CH:23][CH:22]=[C:21]([C:25]#[CH:26])[CH:20]=1)(=O)C.O[Li].O.C(O)(=O)C. The catalyst is CO.O. The product is [C:25]([C:21]1[CH:20]=[C:19]([NH:18][C:9]2[C:8]3[C:13](=[CH:14][C:15]([O:16][CH3:17])=[C:6]([OH:5])[CH:7]=3)[N:12]=[CH:11][N:10]=2)[CH:24]=[CH:23][CH:22]=1)#[CH:26]. The yield is 0.960. (2) The reactants are [Cl:1][C:2]1[CH:3]=[C:4](F)[C:5]([N+:8]([O-:10])=[O:9])=[N:6][CH:7]=1.O.[NH2:13][NH2:14].CCOCC. The catalyst is CCO. The product is [Cl:1][C:2]1[CH:3]=[C:4]([NH:13][NH2:14])[C:5]([N+:8]([O-:10])=[O:9])=[N:6][CH:7]=1. The yield is 0.840.